Dataset: Forward reaction prediction with 1.9M reactions from USPTO patents (1976-2016). Task: Predict the product of the given reaction. (1) Given the reactants C(O[C:4]([C:6]1[N:7]=[CH:8][C:9]2[C:14]([C:15]=1[OH:16])=[CH:13][CH:12]=[C:11]([O:17][C:18]1[CH:19]=[N:20][CH:21]=[CH:22][CH:23]=1)[CH:10]=2)=[O:5])C.[NH2:24][CH2:25][CH2:26][C:27]([OH:29])=[O:28].C[O-].[Na+], predict the reaction product. The product is: [OH:16][C:15]1[C:14]2[C:9](=[CH:10][C:11]([O:17][C:18]3[CH:19]=[N:20][CH:21]=[CH:22][CH:23]=3)=[CH:12][CH:13]=2)[CH:8]=[N:7][C:6]=1[C:4]([NH:24][CH2:25][CH2:26][C:27]([OH:29])=[O:28])=[O:5]. (2) Given the reactants I[C:2]1[N:3]=[C:4]([NH2:20])[C:5]2[N:6]=[CH:7][N:8]([C:18]=2[N:19]=1)[C@@H:9]1[O:17][C@H:14]([CH2:15][OH:16])[C@@H:12]([OH:13])[C@H:10]1[OH:11].C(N(CC)CC)C.[CH2:28]([CH:31]1[CH2:36][CH2:35][N:34]([C:37]([O:39][C:40]2[CH:45]=[CH:44][CH:43]=[CH:42][C:41]=2[Cl:46])=[O:38])[CH2:33][CH2:32]1)[C:29]#[CH:30], predict the reaction product. The product is: [Cl:46][C:41]1[CH:42]=[CH:43][CH:44]=[CH:45][C:40]=1[O:39][C:37]([N:34]1[CH2:33][CH2:32][CH:31]([CH2:28][C:29]#[C:30][C@@:9]2([N:8]3[C:18]4[N:19]=[CH:2][N:3]=[C:4]([NH2:20])[C:5]=4[N:6]=[CH:7]3)[O:17][C@H:14]([CH2:15][OH:16])[C@@H:12]([OH:13])[C@H:10]2[OH:11])[CH2:36][CH2:35]1)=[O:38]. (3) Given the reactants [NH:1]1[CH2:6][CH2:5][C:4](=[C:7]2[C:20]3[CH:19]=[CH:18][CH:17]=[C:16]([OH:21])[C:15]=3[O:14][C:13]3[C:8]2=[CH:9][CH:10]=[C:11]([C:22]2[CH:23]=[N:24][CH:25]=[CH:26][CH:27]=2)[CH:12]=3)[CH2:3][CH2:2]1.C(NC(C1C=CC2C(=C3CCNCC3)C3C(OC=2C=1)=C(O)C=CC=3)=O)C.C(O)(C(F)(F)F)=O, predict the reaction product. The product is: [NH:1]1[CH2:2][CH2:3][CH:4]([CH:7]2[C:20]3[CH:19]=[CH:18][CH:17]=[C:16]([OH:21])[C:15]=3[O:14][C:13]3[C:8]2=[CH:9][CH:10]=[C:11]([C:22]2[CH:23]=[N:24][CH:25]=[CH:26][CH:27]=2)[CH:12]=3)[CH2:5][CH2:6]1. (4) Given the reactants C(C1C=CC(C2SC=CC=2CO)=CC=1)C.OC1C(F)=CC(CCC(OCC)=O)=CC=1F.[CH2:32]([C:34]1[CH:39]=[CH:38][C:37]([C:40]2[S:41][CH:42]=[CH:43][C:44]=2[CH2:45][O:46][C:47]2[C:52]([F:53])=[CH:51][C:50]([CH2:54][CH2:55][C:56]([O:58]CC)=[O:57])=[CH:49][C:48]=2[F:61])=[CH:36][CH:35]=1)[CH3:33], predict the reaction product. The product is: [CH2:32]([C:34]1[CH:39]=[CH:38][C:37]([C:40]2[S:41][CH:42]=[CH:43][C:44]=2[CH2:45][O:46][C:47]2[C:52]([F:53])=[CH:51][C:50]([CH2:54][CH2:55][C:56]([OH:58])=[O:57])=[CH:49][C:48]=2[F:61])=[CH:36][CH:35]=1)[CH3:33]. (5) Given the reactants [F:1][C:2]1([F:40])[O:6][C:5]2[CH:7]=[CH:8][C:9]([C:11]3([C:14]([NH:16][C@H:17]4[CH2:22][C@@H:21]([C:23]5[CH:28]=[CH:27][CH:26]=[CH:25][CH:24]=5)[O:20][C@@H:19]([C:29]5[CH:38]=[CH:37][C:32]([C:33]([O:35]C)=[O:34])=[CH:31][C:30]=5[CH3:39])[CH2:18]4)=[O:15])[CH2:13][CH2:12]3)=[CH:10][C:4]=2[O:3]1, predict the reaction product. The product is: [F:40][C:2]1([F:1])[O:6][C:5]2[CH:7]=[CH:8][C:9]([C:11]3([C:14]([NH:16][C@@H:17]4[CH2:22][C@@H:21]([C:23]5[CH:28]=[CH:27][CH:26]=[CH:25][CH:24]=5)[O:20][C@@H:19]([C:29]5[CH:38]=[CH:37][C:32]([C:33]([OH:35])=[O:34])=[CH:31][C:30]=5[CH3:39])[CH2:18]4)=[O:15])[CH2:13][CH2:12]3)=[CH:10][C:4]=2[O:3]1. (6) Given the reactants [C:1]([O:6][CH2:7][CH2:8][CH2:9][CH3:10])(=[O:5])[C:2](C)=[CH2:3], predict the reaction product. The product is: [C:1]([O:6][CH2:7][CH2:8][CH2:9][CH3:10])(=[O:5])[CH:2]=[CH2:3]. (7) Given the reactants [CH2:1]=[CH:2][CH2:3][CH2:4][CH2:5][CH2:6][CH2:7]CCC.OOS([O-])=O.[K+].[O-]S([O-])=O.[Na+].[Na+].CC[O:25][C:26]([CH3:28])=[O:27], predict the reaction product. The product is: [C:26]([OH:25])(=[O:27])[CH2:28][CH2:1][CH2:2][CH2:3][CH2:4][CH2:5][CH2:6][CH3:7]. (8) Given the reactants [Br:1][C:2]1[CH:3]=[C:4]([C:8]2[CH:13]=[CH:12][C:11]([C:14]([NH2:17])([CH3:16])[CH3:15])=[CH:10][CH:9]=2)[CH:5]=[N:6][CH:7]=1.Cl[CH2:19][CH2:20][O:21][CH2:22][CH2:23]Cl, predict the reaction product. The product is: [Br:1][C:2]1[CH:3]=[C:4]([C:8]2[CH:13]=[CH:12][C:11]([C:14]([N:17]3[CH2:23][CH2:22][O:21][CH2:20][CH2:19]3)([CH3:15])[CH3:16])=[CH:10][CH:9]=2)[CH:5]=[N:6][CH:7]=1. (9) Given the reactants [N+:1]([C:4]1[CH:17]=[CH:16][C:7]([CH:8]=[C:9]([C:13](=[O:15])[CH3:14])[C:10](=O)[CH3:11])=[C:6]([C:18]([F:21])([F:20])[F:19])[CH:5]=1)([O-:3])=[O:2].[NH2:22][C:23]1[CH:28]=[CH:27][NH:26][C:25](=[O:29])[CH:24]=1, predict the reaction product. The product is: [C:13]([C:9]1[CH:8]([C:7]2[CH:16]=[CH:17][C:4]([N+:1]([O-:3])=[O:2])=[CH:5][C:6]=2[C:18]([F:19])([F:20])[F:21])[C:24]2[C:25](=[O:29])[NH:26][CH:27]=[CH:28][C:23]=2[NH:22][C:10]=1[CH3:11])(=[O:15])[CH3:14].